From a dataset of Drug-target binding data from BindingDB using IC50 measurements. Regression. Given a target protein amino acid sequence and a drug SMILES string, predict the binding affinity score between them. We predict pIC50 (pIC50 = -log10(IC50 in M); higher means more potent). Dataset: bindingdb_ic50. (1) The compound is O=C(Nc1cnn2ccc(N3CCC[C@@H]3c3cc(F)ccc3F)nc12)N1C[C@@H]2C[C@H]1CO2. The target protein sequence is KCGRRNKFGINRPAVLAPEDGLAMSLHFMTLGGSSLSPTEGKGSGLQGHIIENPQYFSDACVHHIKRRDIVLKWELGEGAFGKVFLAECHNLLPEQDKMLVAVKALKEASESARQDFQREAELLTMLQHQHIVRFFGVCTEGRPLLMVFEYMRHGDLNRFLRSHGPDAKLLAGGEDVAPGPLGLGQLLAVASQVAAGMVYLAGLHFVHRDLATRNCLVGQGLVVKIGDFGMSRDIYSTDYYRVGGRTMLPIRWMPPESILYRKFTTESDVWSFGVVLWEIFTYGKQPWYQLSNTEAIDCITQGRELERPRACPPEVYAIMRGCWQREPQQRHSIKDVHARLQALAQAPPVYLDVLG. The pIC50 is 7.0. (2) The drug is COc1ccc(Nc2nc3c(C4=CCN(S(C)(=O)=O)CC4)cccn3n2)cc1. The target protein (P52333) has sequence MAPPSEETPLIPQRSCSLLSTEAGALHVLLPARGPGPPQRLSFSFGDHLAEDLCVQAAKASGILPVYHSLFALATEDLSCWFPPSHIFSVEDASTQVLLYRIRFYFPNWFGLEKCHRFGLRKDLASAILDLPVLEHLFAQHRSDLVSGRLPVGLSLKEQGECLSLAVLDLARMAREQAQRPGELLKTVSYKACLPPSLRDLIQGLSFVTRRRIRRTVRRALRRVAACQADRHSLMAKYIMDLERLDPAGAAETFHVGLPGALGGHDGLGLLRVAGDGGIAWTQGEQEVLQPFCDFPEIVDISIKQAPRVGPAGEHRLVTVTRTDNQILEAEFPGLPEALSFVALVDGYFRLTTDSQHFFCKEVAPPRLLEEVAEQCHGPITLDFAINKLKTGGSRPGSYVLRRSPQDFDSFLLTVCVQNPLGPDYKGCLIRRSPTGTFLLVGLSRPHSSLRELLATCWDGGLHVDGVAVTLTSCCIPRPKEKSNLIVVQRGHSPPTSSLV.... The pIC50 is 7.2. (3) The compound is O=C(NCCCCCCNC(=O)ON=C1CCCCC1)ON=C1CCCCC1. The target protein sequence is MLFSRFVLLAFGSVAAVSASSIYARGRGGSSTDQPVANPYNTKEISLAAGLVQQTYCDSTENGLKIGDSELLYTMGEGYARQRVNIYHSPSLGIAVAIEGTNLFSLNSDLHDAKFWQEDPNERYIQYYPKGTKLMHGFQQAYNDLMDDIFTAVKKYKKEKNEKRVTVIGHSLGAAMGLLCAMDIELRMDGGLYKTYLFGLPRLGNPTFASFVDQKIGDKFHSIINGRDWVPTVPPRALGYQHPSDYVWIYPGNSTSAKLYPGQENVHGILTVAREFNFDDHQGIYFHTQIGAVMGECPAQVGAH. The pIC50 is 4.1.